The task is: Predict the reactants needed to synthesize the given product.. This data is from Full USPTO retrosynthesis dataset with 1.9M reactions from patents (1976-2016). (1) Given the product [ClH:38].[F:34][C:29]1[CH:30]=[CH:31][CH:32]=[CH:33][C:28]=1[C:27]1[CH:26]=[C:25]2[C:16]([N:17]3[C:22]([CH2:23][O:24]2)=[N:21][NH:20][C:19](=[O:35])[C@H:18]3[CH3:36])=[CH:15][C:14]=1[C@@H:11]1[CH2:12][CH2:13][NH:8][CH2:9][C@@H:10]1[CH3:37], predict the reactants needed to synthesize it. The reactants are: C(OC([N:8]1[CH2:13][CH2:12][C@@H:11]([C:14]2[CH:15]=[C:16]3[C:25](=[CH:26][C:27]=2[C:28]2[CH:33]=[CH:32][CH:31]=[CH:30][C:29]=2[F:34])[O:24][CH2:23][C:22]2[N:17]3[C@H:18]([CH3:36])[C:19](=[O:35])[NH:20][N:21]=2)[C@@H:10]([CH3:37])[CH2:9]1)=O)(C)(C)C.[ClH:38]. (2) Given the product [CH2:3]([O:10][C@@H:11]([CH2:16][C:17]1[CH:22]=[CH:21][C:20]([C:23]2[CH:28]=[CH:27][CH:26]=[C:25]([N:29]([CH3:40])[C:30]([NH:32][CH2:33][CH2:34][CH2:35][CH2:36][CH2:37][CH2:38][CH3:39])=[O:31])[CH:24]=2)=[CH:19][CH:18]=1)[C:12]([OH:14])=[O:13])[C:4]1[CH:9]=[CH:8][CH:7]=[CH:6][CH:5]=1, predict the reactants needed to synthesize it. The reactants are: [OH-].[Na+].[CH2:3]([O:10][C@@H:11]([CH2:16][C:17]1[CH:22]=[CH:21][C:20]([C:23]2[CH:28]=[CH:27][CH:26]=[C:25]([N:29]([CH3:40])[C:30]([NH:32][CH2:33][CH2:34][CH2:35][CH2:36][CH2:37][CH2:38][CH3:39])=[O:31])[CH:24]=2)=[CH:19][CH:18]=1)[C:12]([O:14]C)=[O:13])[C:4]1[CH:9]=[CH:8][CH:7]=[CH:6][CH:5]=1.O1CCCC1.CO.O. (3) The reactants are: ClC1C=CC=C(C(OO)=[O:9])C=1.[CH3:12][O:13][CH2:14][O:15][CH2:16][C:17]([CH3:19])=[CH2:18].C(=O)([O-])O.[Na+].O. Given the product [CH3:12][O:13][CH2:14][O:15][CH2:16][C:17]1([CH3:19])[CH2:18][O:9]1, predict the reactants needed to synthesize it. (4) Given the product [Cl:20][C:29]1[S:30][C:31]2[C:37]([OH:38])=[C:36]([CH:39]([OH:45])[C:40]([O:42][CH2:43][CH3:44])=[O:41])[C:35]([CH3:46])=[CH:34][C:32]=2[N:33]=1, predict the reactants needed to synthesize it. The reactants are: BrC1SC2C(O)=CC(C)=CC=2N=1.C(N(CC)CC)C.[Cl-:20].C(OCC)(=O)C=O.Br[C:29]1[S:30][C:31]2[C:37]([OH:38])=[C:36]([CH:39]([OH:45])[C:40]([O:42][CH2:43][CH3:44])=[O:41])[C:35]([CH3:46])=[CH:34][C:32]=2[N:33]=1. (5) Given the product [Cl:1][C:2]1[CH:30]=[CH:29][C:5]([CH2:6][C:7]2([OH:28])[CH2:12][CH2:11][N:10]([CH2:13][CH:15]3[CH2:20][NH:19][C:18]4[CH:21]=[C:22]([Cl:25])[CH:23]=[CH:24][C:17]=4[O:16]3)[CH2:9][C:8]2([CH3:27])[CH3:26])=[CH:4][CH:3]=1, predict the reactants needed to synthesize it. The reactants are: [Cl:1][C:2]1[CH:30]=[CH:29][C:5]([CH2:6][C:7]2([OH:28])[CH2:12][CH2:11][N:10]([C:13]([CH:15]3[CH2:20][NH:19][C:18]4[CH:21]=[C:22]([Cl:25])[CH:23]=[CH:24][C:17]=4[O:16]3)=O)[CH2:9][C:8]2([CH3:27])[CH3:26])=[CH:4][CH:3]=1.